This data is from NCI-60 drug combinations with 297,098 pairs across 59 cell lines. The task is: Regression. Given two drug SMILES strings and cell line genomic features, predict the synergy score measuring deviation from expected non-interaction effect. (1) Drug 1: CC(C)(C#N)C1=CC(=CC(=C1)CN2C=NC=N2)C(C)(C)C#N. Drug 2: C1=CC=C(C=C1)NC(=O)CCCCCCC(=O)NO. Cell line: UACC-257. Synergy scores: CSS=16.8, Synergy_ZIP=-6.58, Synergy_Bliss=0.0328, Synergy_Loewe=-6.41, Synergy_HSA=-2.39. (2) Drug 2: C1=CC=C(C(=C1)C(C2=CC=C(C=C2)Cl)C(Cl)Cl)Cl. Cell line: MDA-MB-435. Drug 1: C1=CC(=CC=C1CCC2=CNC3=C2C(=O)NC(=N3)N)C(=O)NC(CCC(=O)O)C(=O)O. Synergy scores: CSS=9.02, Synergy_ZIP=-1.89, Synergy_Bliss=0.442, Synergy_Loewe=-61.9, Synergy_HSA=0.480. (3) Drug 1: C1=C(C(=O)NC(=O)N1)F. Drug 2: C1CN(CCN1C(=O)CCBr)C(=O)CCBr. Cell line: HS 578T. Synergy scores: CSS=25.1, Synergy_ZIP=-7.65, Synergy_Bliss=-3.31, Synergy_Loewe=-6.90, Synergy_HSA=-0.114. (4) Drug 1: C1CCC(CC1)NC(=O)N(CCCl)N=O. Drug 2: CC1=CC2C(CCC3(C2CCC3(C(=O)C)OC(=O)C)C)C4(C1=CC(=O)CC4)C. Cell line: LOX IMVI. Synergy scores: CSS=36.9, Synergy_ZIP=1.58, Synergy_Bliss=2.87, Synergy_Loewe=-6.16, Synergy_HSA=3.89. (5) Drug 1: CC1=C2C(C(=O)C3(C(CC4C(C3C(C(C2(C)C)(CC1OC(=O)C(C(C5=CC=CC=C5)NC(=O)OC(C)(C)C)O)O)OC(=O)C6=CC=CC=C6)(CO4)OC(=O)C)OC)C)OC. Drug 2: CCC1=CC2CC(C3=C(CN(C2)C1)C4=CC=CC=C4N3)(C5=C(C=C6C(=C5)C78CCN9C7C(C=CC9)(C(C(C8N6C)(C(=O)OC)O)OC(=O)C)CC)OC)C(=O)OC.C(C(C(=O)O)O)(C(=O)O)O. Cell line: RXF 393. Synergy scores: CSS=58.6, Synergy_ZIP=10.0, Synergy_Bliss=9.44, Synergy_Loewe=14.3, Synergy_HSA=16.5. (6) Drug 1: CC1=C(C=C(C=C1)NC2=NC=CC(=N2)N(C)C3=CC4=NN(C(=C4C=C3)C)C)S(=O)(=O)N.Cl. Drug 2: CNC(=O)C1=CC=CC=C1SC2=CC3=C(C=C2)C(=NN3)C=CC4=CC=CC=N4. Cell line: KM12. Synergy scores: CSS=25.8, Synergy_ZIP=1.84, Synergy_Bliss=7.99, Synergy_Loewe=1.23, Synergy_HSA=8.73. (7) Drug 1: CC12CCC3C(C1CCC2=O)CC(=C)C4=CC(=O)C=CC34C. Drug 2: CC1=C(C=C(C=C1)C(=O)NC2=CC(=CC(=C2)C(F)(F)F)N3C=C(N=C3)C)NC4=NC=CC(=N4)C5=CN=CC=C5. Cell line: KM12. Synergy scores: CSS=63.0, Synergy_ZIP=-6.42, Synergy_Bliss=-6.25, Synergy_Loewe=-2.57, Synergy_HSA=-1.51.